Task: Predict the reaction yield, written as a fraction of the theoretical maximum amount of product (1.0 means a 100% yield; for example, 0.34 means a 34% yield).. Dataset: Reaction yield outcomes from USPTO patents with 853,638 reactions (1) The reactants are [C:1]([O:5][C:6]([N:8]1[CH2:13][CH2:12][CH:11]([C:14]([C:18]2[S:19][CH:20]=[CH:21][C:22]=2Br)=[N:15][NH:16][CH3:17])[CH2:10][CH2:9]1)=[O:7])([CH3:4])([CH3:3])[CH3:2]. The catalyst is COC(O)C.[Cu]I. The product is [C:1]([O:5][C:6]([N:8]1[CH2:13][CH2:12][CH:11]([C:14]2[C:18]3[S:19][CH:20]=[CH:21][C:22]=3[N:16]([CH3:17])[N:15]=2)[CH2:10][CH2:9]1)=[O:7])([CH3:4])([CH3:3])[CH3:2]. The yield is 0.680. (2) The reactants are [F:1][C:2]1[CH:3]=[CH:4][C:5]([C:8]2[N:12]=[C:11]([C:13]3[CH:18]=[C:17]([C:19]4[CH:20]=[N:21][CH:22]=[CH:23][CH:24]=4)[CH:16]=[C:15]([F:25])[CH:14]=3)[O:10][N:9]=2)=[N:6][CH:7]=1.C(#N)C.[CH2:29](Br)[C:30]1[CH:35]=[CH:34][CH:33]=[CH:32][CH:31]=1.[BH4-].[Na+]. The catalyst is CO. The product is [F:1][C:2]1[CH:3]=[CH:4][C:5]([C:8]2[N:12]=[C:11]([C:13]3[CH:14]=[C:15]([F:25])[CH:16]=[C:17]([C:19]4[CH2:20][N:21]([CH2:29][C:30]5[CH:35]=[CH:34][CH:33]=[CH:32][CH:31]=5)[CH2:22][CH2:23][CH:24]=4)[CH:18]=3)[O:10][N:9]=2)=[N:6][CH:7]=1. The yield is 0.0800.